Dataset: Full USPTO retrosynthesis dataset with 1.9M reactions from patents (1976-2016). Task: Predict the reactants needed to synthesize the given product. (1) Given the product [OH:19][NH:18][C:14]([CH2:13][CH2:12][CH2:11][CH2:10][C:9]([O:8][CH3:7])=[O:16])=[NH:15], predict the reactants needed to synthesize it. The reactants are: C(=O)([O-])[O-].[Na+].[Na+].[CH3:7][O:8][C:9](=[O:16])[CH2:10][CH2:11][CH2:12][CH2:13][C:14]#[N:15].Cl.[NH2:18][OH:19]. (2) Given the product [Br:33][C:15]1[CH:14]=[C:9]([C:10]([O:12][CH3:13])=[O:11])[C:8]2[NH:5][C:19]3[CH:20]=[C:21]([S:24]([N:27]4[CH2:32][CH2:31][O:30][CH2:29][CH2:28]4)(=[O:26])=[O:25])[CH:22]=[CH:23][C:18]=3[C:17]=2[N:16]=1, predict the reactants needed to synthesize it. The reactants are: ClCCCl.[N:5]([C:8]1[C:17]([C:18]2[CH:23]=[CH:22][C:21]([S:24]([N:27]3[CH2:32][CH2:31][O:30][CH2:29][CH2:28]3)(=[O:26])=[O:25])=[CH:20][CH:19]=2)=[N:16][C:15]([Br:33])=[CH:14][C:9]=1[C:10]([O:12][CH3:13])=[O:11])=[N+]=[N-]. (3) Given the product [CH:14]1([CH2:20][NH:1][C:2]2[CH:7]=[CH:6][CH:5]=[CH:4][C:3]=2/[CH:8]=[CH:9]/[C:10]([O:12][CH3:13])=[O:11])[CH2:19][CH2:18][CH2:17][CH2:16][CH2:15]1, predict the reactants needed to synthesize it. The reactants are: [NH2:1][C:2]1[CH:7]=[CH:6][CH:5]=[CH:4][C:3]=1/[CH:8]=[CH:9]/[C:10]([O:12][CH3:13])=[O:11].[CH:14]1([CH:20]=O)[CH2:19][CH2:18][CH2:17][CH2:16][CH2:15]1.[BH3-]C#N.[Na+].C(=O)(O)[O-].[Na+]. (4) Given the product [Br:18][C:15]1[CH:16]=[CH:17][C:11]2[CH2:10][CH2:9][CH2:8][C@@H:7]3[CH2:6][S:5][C:2]([NH2:3])=[N:4][C@@H:13]3[C:12]=2[CH:14]=1, predict the reactants needed to synthesize it. The reactants are: Cl.[C:2]([S:5][CH2:6][C:7]1[CH2:8][CH2:9][CH2:10][C:11]2[CH:17]=[CH:16][C:15]([Br:18])=[CH:14][C:12]=2[CH:13]=1)(=[NH:4])[NH2:3].OS(C(F)(F)F)(=O)=O. (5) Given the product [C:44]([C:42]1[CH:41]=[CH:40][C:38]2[O:39][CH:34]([C:32]([NH:31][C:16]3[CH:17]=[C:18]([OH:26])[C:19]([CH:21]4[CH2:22][CH2:23][CH2:24][CH2:25]4)=[CH:20][C:15]=3[CH2:14][N:11]3[CH2:12][CH2:13][NH:8][CH2:9][CH2:10]3)=[O:33])[CH2:35][NH:36][C:37]=2[CH:43]=1)#[N:45], predict the reactants needed to synthesize it. The reactants are: C(OC([N:8]1[CH2:13][CH2:12][N:11]([CH2:14][C:15]2[CH:20]=[C:19]([CH:21]3[CH2:25][CH2:24][CH2:23][CH2:22]3)[C:18]([O:26]C(OC)=O)=[CH:17][C:16]=2[NH:31][C:32]([CH:34]2[O:39][C:38]3[CH:40]=[CH:41][C:42]([C:44]#[N:45])=[CH:43][C:37]=3[N:36](C(OCC)=O)[CH2:35]2)=[O:33])[CH2:10][CH2:9]1)=O)(C)(C)C.C(O)(C(F)(F)F)=O. (6) Given the product [NH2:1][C:2]1[N:7]=[C:6]([Cl:30])[C:5]([CH2:9][C:10]([O:12][CH2:13][CH3:14])=[O:11])=[C:4]([C:15]([F:18])([F:17])[F:16])[N:3]=1, predict the reactants needed to synthesize it. The reactants are: [NH2:1][C:2]1[N:7]=[C:6](O)[C:5]([CH2:9][C:10]([O:12][CH2:13][CH3:14])=[O:11])=[C:4]([C:15]([F:18])([F:17])[F:16])[N:3]=1.C1(N(C)C)C=CC=CC=1.O=P(Cl)(Cl)[Cl:30].